This data is from Full USPTO retrosynthesis dataset with 1.9M reactions from patents (1976-2016). The task is: Predict the reactants needed to synthesize the given product. (1) Given the product [CH2:51]([S:48]([C:46]1[CH:45]=[CH:44][C:43]([OH:53])=[C:42]([NH:41][C:38]([C:33]2[NH:34][C:35]3[C:31]([CH:32]=2)=[CH:30][C:29]([Cl:28])=[CH:37][CH:36]=3)=[O:40])[CH:47]=1)(=[O:50])=[O:49])[CH3:52], predict the reactants needed to synthesize it. The reactants are: F[P-](F)(F)(F)(F)F.N1(O[P+](N(C)C)(N(C)C)N(C)C)C2C=CC=CC=2N=N1.[Cl:28][C:29]1[CH:30]=[C:31]2[C:35](=[CH:36][CH:37]=1)[NH:34][C:33]([C:38]([OH:40])=O)=[CH:32]2.[NH2:41][C:42]1[CH:47]=[C:46]([S:48]([CH2:51][CH3:52])(=[O:50])=[O:49])[CH:45]=[CH:44][C:43]=1[OH:53].Cl. (2) The reactants are: C([O:3][C:4](=O)[C@@H:5]([NH2:18])[C@@H:6]([C:8]1[CH:13]=[CH:12][C:11]([S:14]([CH3:17])(=[O:16])=[O:15])=[CH:10][CH:9]=1)[OH:7])C.[BH4-].[K+].Cl.O. Given the product [NH2:18][C@H:5]([CH2:4][OH:3])[C@@H:6]([C:8]1[CH:9]=[CH:10][C:11]([S:14]([CH3:17])(=[O:16])=[O:15])=[CH:12][CH:13]=1)[OH:7], predict the reactants needed to synthesize it. (3) Given the product [NH2:32][C:22]([C:21]1[CH:25]=[CH:26][C:18]([O:1][C@H:2]2[CH2:7][CH2:6][CH2:5][N:4]([C:8]([O:10][C:11]([CH3:14])([CH3:13])[CH3:12])=[O:9])[CH2:3]2)=[C:19]([N+:27]([O-:29])=[O:28])[CH:20]=1)=[O:23], predict the reactants needed to synthesize it. The reactants are: [OH:1][C@H:2]1[CH2:7][CH2:6][CH2:5][N:4]([C:8]([O:10][C:11]([CH3:14])([CH3:13])[CH3:12])=[O:9])[CH2:3]1.[H-].[Na+].F[C:18]1[CH:26]=[CH:25][C:21]([C:22](O)=[O:23])=[CH:20][C:19]=1[N+:27]([O-:29])=[O:28].O.C[N:32](C=O)C. (4) Given the product [CH2:39]([N:46]1[C:51]2[CH:52]=[C:53]([C:55]3[CH:60]=[CH:59][CH:58]=[CH:57][CH:56]=3)[S:54][C:50]=2[C:49](=[O:61])[N:48]([CH:62]2[CH2:67][CH2:66][N:65]([C:29]([C:28]3[CH:27]=[CH:26][C:25]([C:19]4[C:20]5[CH:21]=[C:22]([O:23][CH3:24])[C:13]([O:12][CH2:10][CH3:11])=[CH:14][C:15]=5[C@H:16]5[CH2:37][S:36][CH2:35][CH2:34][C@H:17]5[N:18]=4)=[CH:33][CH:32]=3)=[O:30])[CH2:64][CH2:63]2)[C:47]1=[O:68])[C:40]1[CH:41]=[CH:42][CH:43]=[CH:44][CH:45]=1, predict the reactants needed to synthesize it. The reactants are: CCN(C(C)C)C(C)C.[CH2:10]([O:12][C:13]1[C:22]([O:23][CH3:24])=[CH:21][C:20]2[C:19]([C:25]3[CH:33]=[CH:32][C:28]([C:29](O)=[O:30])=[CH:27][CH:26]=3)=[N:18][C@@H:17]3[CH2:34][CH2:35][S:36][CH2:37][C@@H:16]3[C:15]=2[CH:14]=1)[CH3:11].Cl.[CH2:39]([N:46]1[C:51]2[CH:52]=[C:53]([C:55]3[CH:60]=[CH:59][CH:58]=[CH:57][CH:56]=3)[S:54][C:50]=2[C:49](=[O:61])[N:48]([CH:62]2[CH2:67][CH2:66][NH:65][CH2:64][CH2:63]2)[C:47]1=[O:68])[C:40]1[CH:45]=[CH:44][CH:43]=[CH:42][CH:41]=1.CN(C(ON1N=NC2C=CC=CC1=2)=[N+](C)C)C.F[P-](F)(F)(F)(F)F.C(=O)(O)[O-].[Na+]. (5) Given the product [F:10][C:5]1[CH:6]=[CH:7][CH:8]=[CH:9][C:4]=1[N:1]1[C:14]([CH2:13][O:12][CH3:11])=[C:15]([Si:16]([CH3:19])([CH3:18])[CH3:17])[N:3]=[N:2]1, predict the reactants needed to synthesize it. The reactants are: [N:1]([C:4]1[CH:9]=[CH:8][CH:7]=[CH:6][C:5]=1[F:10])=[N+:2]=[N-:3].[CH3:11][O:12][CH2:13][C:14]#[C:15][Si:16]([CH3:19])([CH3:18])[CH3:17].C([Sn](CCCC)(CCCC)C#CC)CCC.